Dataset: NCI-60 drug combinations with 297,098 pairs across 59 cell lines. Task: Regression. Given two drug SMILES strings and cell line genomic features, predict the synergy score measuring deviation from expected non-interaction effect. (1) Drug 1: COC1=CC(=CC(=C1O)OC)C2C3C(COC3=O)C(C4=CC5=C(C=C24)OCO5)OC6C(C(C7C(O6)COC(O7)C8=CC=CS8)O)O. Drug 2: CN1C(=O)N2C=NC(=C2N=N1)C(=O)N. Cell line: MDA-MB-231. Synergy scores: CSS=29.4, Synergy_ZIP=-4.62, Synergy_Bliss=-4.17, Synergy_Loewe=-22.3, Synergy_HSA=-2.71. (2) Drug 1: C1=CC(=C2C(=C1NCCNCCO)C(=O)C3=C(C=CC(=C3C2=O)O)O)NCCNCCO. Drug 2: C(CN)CNCCSP(=O)(O)O. Cell line: SF-295. Synergy scores: CSS=64.3, Synergy_ZIP=2.80, Synergy_Bliss=2.89, Synergy_Loewe=-56.5, Synergy_HSA=4.80. (3) Drug 1: CCCS(=O)(=O)NC1=C(C(=C(C=C1)F)C(=O)C2=CNC3=C2C=C(C=N3)C4=CC=C(C=C4)Cl)F. Drug 2: CC1C(C(CC(O1)OC2CC(CC3=C2C(=C4C(=C3O)C(=O)C5=C(C4=O)C(=CC=C5)OC)O)(C(=O)C)O)N)O.Cl. Cell line: OVCAR-8. Synergy scores: CSS=40.5, Synergy_ZIP=11.0, Synergy_Bliss=15.6, Synergy_Loewe=-8.46, Synergy_HSA=13.7.